This data is from Forward reaction prediction with 1.9M reactions from USPTO patents (1976-2016). The task is: Predict the product of the given reaction. (1) The product is: [CH2:8]([O:7][C:1]1[CH:6]=[CH:5][C:4]([C:10](=[O:16])[CH2:11][CH2:12][C:13]([OH:15])=[O:14])=[CH:3][CH:2]=1)[CH3:9]. Given the reactants [C:1]1([O:7][CH2:8][CH3:9])[CH:6]=[CH:5][CH:4]=[CH:3][CH:2]=1.[C:10]1(=[O:16])[O:15][C:13](=[O:14])[CH2:12][CH2:11]1.[Cl-].[Al+3].[Cl-].[Cl-].Cl, predict the reaction product. (2) Given the reactants FC(F)(F)S(OS(C(F)(F)F)(=O)=O)(=O)=O.O[CH:17]([O:19][C:20](=[O:23])[CH:21]=[CH2:22])[CH3:18].[CH2:24](N(CC)CC)C.[CH2:31]([OH:37])[CH2:32][O:33][CH2:34][CH2:35][OH:36], predict the reaction product. The product is: [OH:37][CH2:31][CH2:32][O:33][CH2:34][CH2:35][O:36][CH2:22][C:21](=[CH2:24])[C:20]([O:19][CH2:17][CH3:18])=[O:23]. (3) Given the reactants C([Li])CCC.CCCCCC.[CH3:12][S:13][C:14]1[N:15]=[CH:16][N:17]2[CH:21]=[CH:20][S:19][C:18]=12.[CH3:22][Si:23](Cl)([CH3:25])[CH3:24].[Cl-].[NH4+], predict the reaction product. The product is: [CH3:12][S:13][C:14]1[N:15]=[CH:16][N:17]2[CH:21]=[C:20]([Si:23]([CH3:25])([CH3:24])[CH3:22])[S:19][C:18]=12. (4) Given the reactants [F:1][C:2]1[CH:27]=[C:26]([F:28])[CH:25]=[CH:24][C:3]=1[O:4][CH:5]([C:9]1[CH:14]=[CH:13][C:12]([S:15]([N:18]2[CH2:23][CH2:22][CH2:21][CH2:20][CH2:19]2)(=[O:17])=[O:16])=[CH:11][CH:10]=1)[C:6](O)=[O:7].[N:29]1[C:37]2[C:32](=[N:33][CH:34]=[CH:35][CH:36]=2)[S:31][C:30]=1[NH2:38].C1C=CC2N(O)N=NC=2C=1.CCN=C=NCCCN(C)C.CN1CCOCC1, predict the reaction product. The product is: [F:1][C:2]1[CH:27]=[C:26]([F:28])[CH:25]=[CH:24][C:3]=1[O:4][CH:5]([C:9]1[CH:14]=[CH:13][C:12]([S:15]([N:18]2[CH2:19][CH2:20][CH2:21][CH2:22][CH2:23]2)(=[O:16])=[O:17])=[CH:11][CH:10]=1)[C:6]([NH:38][C:30]1[S:31][C:32]2[C:37]([N:29]=1)=[CH:36][CH:35]=[CH:34][N:33]=2)=[O:7]. (5) Given the reactants C(OC([N:8]1[CH2:13][CH2:12][CH:11]([C:14]2[CH:19]=[CH:18][CH:17]=[CH:16][C:15]=2[CH2:20][OH:21])[CH2:10][CH2:9]1)=O)(C)(C)C.[ClH:22], predict the reaction product. The product is: [ClH:22].[NH:8]1[CH2:13][CH2:12][CH:11]([C:14]2[CH:19]=[CH:18][CH:17]=[CH:16][C:15]=2[CH2:20][OH:21])[CH2:10][CH2:9]1.